From a dataset of Forward reaction prediction with 1.9M reactions from USPTO patents (1976-2016). Predict the product of the given reaction. (1) Given the reactants [CH:1]1([S:7]([C:10]2[CH:29]=[CH:28][CH:27]=[CH:26][C:11]=2[CH2:12][C:13]2[C:21]3[C:20](=[O:22])[CH2:19][C:18]([CH3:24])([CH3:23])[CH2:17][C:16]=3[NH:15][C:14]=2[CH3:25])(=[O:9])=[O:8])[CH2:6][CH2:5][CH2:4][CH2:3][CH2:2]1.Br[CH2:31][C:32]([O:34][CH2:35][CH3:36])=[O:33].[I-].[K+].C(=O)([O-])[O-].[K+].[K+], predict the reaction product. The product is: [CH:1]1([S:7]([C:10]2[CH:29]=[CH:28][CH:27]=[CH:26][C:11]=2[CH2:12][C:13]2[C:21]3[C:20](=[O:22])[CH2:19][C:18]([CH3:24])([CH3:23])[CH2:17][C:16]=3[N:15]([CH2:31][C:32]([O:34][CH2:35][CH3:36])=[O:33])[C:14]=2[CH3:25])(=[O:9])=[O:8])[CH2:6][CH2:5][CH2:4][CH2:3][CH2:2]1. (2) Given the reactants [N+:1]([C:4]1[CH:5]=[C:6]([CH:10]=[CH:11][C:12]=1F)[C:7]([OH:9])=[O:8])([O-])=O.N([O-])=O.[Na+].[N-]=[N+:19]=[N-:20].[Na+].O.[C:23](O)(C(F)(F)F)=O, predict the reaction product. The product is: [N:1]([C:4]1[CH:5]=[C:6]([CH:10]=[CH:11][C:12]=1[CH3:23])[C:7]([OH:9])=[O:8])=[N+:19]=[N-:20]. (3) Given the reactants I[C:2]1[CH:3]=[CH:4][C:5](=[O:9])[N:6]([CH3:8])[CH:7]=1.[OH:10][C@@:11]([C@H:20]1[O:25][CH2:24][CH2:23][N:22]([C:26]2[CH:30]=[CH:29][NH:28][N:27]=2)[C:21]1=[O:31])([CH3:19])[C:12]([O:14][C:15]([CH3:18])([CH3:17])[CH3:16])=[O:13].BrC1C=CC(=O)N(C(F)F)C=1.NC1C=CNN=1, predict the reaction product. The product is: [OH:10][C@@:11]([C@H:20]1[O:25][CH2:24][CH2:23][N:22]([C:26]2[CH:30]=[CH:29][N:28]([C:2]3[CH:3]=[CH:4][C:5](=[O:9])[N:6]([CH3:8])[CH:7]=3)[N:27]=2)[C:21]1=[O:31])([CH3:19])[C:12]([O:14][C:15]([CH3:17])([CH3:18])[CH3:16])=[O:13]. (4) Given the reactants Cl[C:2]1[CH:7]=[C:6]([CH2:8][C:9]([O:11][CH2:12][CH3:13])=[O:10])[CH:5]=[CH:4][N:3]=1.C([NH:18][C:19](=[O:21])[O-:20])(C)(C)C.C(=O)([O-])[O-].[Cs+].[Cs+].[CH3:28][C:29]1(C)[C:55]2C(=C(P(C3C=CC=CC=3)C3C=CC=CC=3)C=CC=2)OC2C(P(C3C=CC=CC=3)C3C=CC=CC=3)=CC=C[C:30]1=2, predict the reaction product. The product is: [C:29]([O:20][C:19]([NH:18][C:2]1[CH:7]=[C:6]([CH2:8][C:9]([O:11][CH2:12][CH3:13])=[O:10])[CH:5]=[CH:4][N:3]=1)=[O:21])([CH3:55])([CH3:30])[CH3:28]. (5) Given the reactants [Cl:1][C:2]1[CH:7]=[CH:6][C:5]([C@H:8]2[N:15]3[C:11]([S:12][C:13]([C:19](O)=[O:20])=[C:14]3[CH:16]([CH3:18])[CH3:17])=[N:10][C@:9]2([C:23]2[CH:28]=[CH:27][C:26]([Cl:29])=[CH:25][CH:24]=2)[CH3:22])=[CH:4][CH:3]=1.[CH2:30]([NH:32][CH:33]1[CH2:36][N:35]([C:37]([O:39][C:40]([CH3:43])([CH3:42])[CH3:41])=[O:38])[CH2:34]1)[CH3:31], predict the reaction product. The product is: [Cl:1][C:2]1[CH:3]=[CH:4][C:5]([C@H:8]2[N:15]3[C:11]([S:12][C:13]([C:19]([N:32]([CH2:30][CH3:31])[CH:33]4[CH2:36][N:35]([C:37]([O:39][C:40]([CH3:42])([CH3:41])[CH3:43])=[O:38])[CH2:34]4)=[O:20])=[C:14]3[CH:16]([CH3:18])[CH3:17])=[N:10][C@:9]2([C:23]2[CH:24]=[CH:25][C:26]([Cl:29])=[CH:27][CH:28]=2)[CH3:22])=[CH:6][CH:7]=1. (6) Given the reactants C(O)(=O)C.C([N:12]1[CH2:18][CH:17]([NH:19][C:20]([N:22]2[CH2:28][CH2:27][C@@H:26]3[C@H:23]2[C:24](=[O:33])[N:25]3[S:29]([OH:32])(=[O:31])=[O:30])=[O:21])[CH2:16][N:15](CC2C=CC=CC=2)[CH2:14][CH2:13]1)C1C=CC=CC=1, predict the reaction product. The product is: [NH:12]1[CH2:18][CH:17]([NH:19][C:20]([N:22]2[CH2:28][CH2:27][C@@H:26]3[C@H:23]2[C:24](=[O:33])[N:25]3[S:29]([OH:32])(=[O:31])=[O:30])=[O:21])[CH2:16][NH:15][CH2:14][CH2:13]1.